This data is from Forward reaction prediction with 1.9M reactions from USPTO patents (1976-2016). The task is: Predict the product of the given reaction. (1) Given the reactants [CH2:1]([N:8]([CH2:23][C:24]1[CH:29]=[CH:28][CH:27]=[CH:26][CH:25]=1)[C:9]1[N:10]=[CH:11][CH:12]=[C:13]2[CH:17]=[C:16]([C:18]([O:20]CC)=[O:19])[NH:15][C:14]=12)[C:2]1[CH:7]=[CH:6][CH:5]=[CH:4][CH:3]=1.[OH-].[Na+].O1CCCC1.Cl, predict the reaction product. The product is: [CH2:23]([N:8]([CH2:1][C:2]1[CH:7]=[CH:6][CH:5]=[CH:4][CH:3]=1)[C:9]1[N:10]=[CH:11][CH:12]=[C:13]2[CH:17]=[C:16]([C:18]([OH:20])=[O:19])[NH:15][C:14]=12)[C:24]1[CH:25]=[CH:26][CH:27]=[CH:28][CH:29]=1. (2) Given the reactants Cl[C:2]1[C:3]2[C:4](=[CH:18][N:19](CC3C=CC(OC)=CC=3)[N:20]=2)[N:5]=[C:6]([C:8]2[CH:13]=[CH:12][C:11]([O:14][CH3:15])=[C:10]([O:16][CH3:17])[CH:9]=2)[N:7]=1.[CH3:30][N:31]1[CH2:36][CH2:35][N:34]([C:37]2[CH:43]=[CH:42][C:40]([NH2:41])=[CH:39][CH:38]=2)[CH2:33][CH2:32]1.Cl, predict the reaction product. The product is: [CH3:17][O:16][C:10]1[CH:9]=[C:8]([C:6]2[N:7]=[C:2]([NH:41][C:40]3[CH:39]=[CH:38][C:37]([N:34]4[CH2:33][CH2:32][N:31]([CH3:30])[CH2:36][CH2:35]4)=[CH:43][CH:42]=3)[C:3]3[NH:20][N:19]=[CH:18][C:4]=3[N:5]=2)[CH:13]=[CH:12][C:11]=1[O:14][CH3:15]. (3) Given the reactants [CH2:1]([O:3][CH:4]([C:8]1[CH:13]=[CH:12][C:11]([O:14][CH3:15])=[CH:10][C:9]=1[F:16])[C:5]([OH:7])=O)[CH3:2].[NH2:17][CH2:18][C:19]1[CH:26]=[CH:25][C:22]([C:23]#[N:24])=[CH:21][C:20]=1[Cl:27], predict the reaction product. The product is: [Cl:27][C:20]1[CH:21]=[C:22]([C:23]#[N:24])[CH:25]=[CH:26][C:19]=1[CH2:18][NH:17][C:5](=[O:7])[CH:4]([O:3][CH2:1][CH3:2])[C:8]1[CH:13]=[CH:12][C:11]([O:14][CH3:15])=[CH:10][C:9]=1[F:16].